Dataset: Forward reaction prediction with 1.9M reactions from USPTO patents (1976-2016). Task: Predict the product of the given reaction. (1) Given the reactants [F:1][C:2]([F:21])([F:20])[C:3]1[CH:4]=[C:5]([C@H:13]2[O:17][C:16](=[O:18])[NH:15][C@H:14]2[CH3:19])[CH:6]=[C:7]([C:9]([F:12])([F:11])[F:10])[CH:8]=1.C[Si]([N-][Si](C)(C)C)(C)C.[Na+].Br[CH2:33][C:34]1[CH:39]=[C:38]([O:40][C:41]([F:44])([F:43])[F:42])[CH:37]=[CH:36][C:35]=1[N+:45]([O-:47])=[O:46].[NH4+].[Cl-], predict the reaction product. The product is: [F:21][C:2]([F:1])([F:20])[C:3]1[CH:4]=[C:5]([C@H:13]2[O:17][C:16](=[O:18])[N:15]([CH2:33][C:34]3[CH:39]=[C:38]([O:40][C:41]([F:44])([F:43])[F:42])[CH:37]=[CH:36][C:35]=3[N+:45]([O-:47])=[O:46])[C@H:14]2[CH3:19])[CH:6]=[C:7]([C:9]([F:10])([F:11])[F:12])[CH:8]=1. (2) The product is: [Cl:25][C:19]1[C:18]([F:26])=[C:17]([C:22]([F:23])=[CH:21][C:20]=1[CH3:24])[CH2:16][O:15][C:12]1[C:11]([C:27]([NH2:28])=[O:29])=[C:10]([NH:9][C:8]([NH:38][CH2:37][CH2:36][CH2:35][CH2:34][N:33]([CH3:39])[CH3:31])=[O:30])[S:14][N:13]=1. Given the reactants C1(O[C:8](=[O:30])[NH:9][C:10]2[S:14][N:13]=[C:12]([O:15][CH2:16][C:17]3[C:22]([F:23])=[CH:21][C:20]([CH3:24])=[C:19]([Cl:25])[C:18]=3[F:26])[C:11]=2[C:27](=[O:29])[NH2:28])C=CC=CC=1.[CH2:31]([N:33]([CH2:39]C)[CH2:34][CH2:35][CH2:36][CH2:37][NH2:38])C, predict the reaction product. (3) Given the reactants Cl.[CH2:2]([O:9][C:10]1[CH:11]=[C:12]2[C:20](=[CH:21][CH:22]=1)[NH:19][C:18]1[CH:17]([C:23]([O:25][CH3:26])=[O:24])[NH:16][CH2:15][CH2:14][C:13]2=1)[C:3]1[CH:8]=[CH:7][CH:6]=[CH:5][CH:4]=1.C=O.[C:29](O[BH-](OC(=O)C)OC(=O)C)(=O)C.[Na+], predict the reaction product. The product is: [CH2:2]([O:9][C:10]1[CH:11]=[C:12]2[C:20](=[CH:21][CH:22]=1)[NH:19][C:18]1[CH:17]([C:23]([O:25][CH3:26])=[O:24])[N:16]([CH3:29])[CH2:15][CH2:14][C:13]2=1)[C:3]1[CH:8]=[CH:7][CH:6]=[CH:5][CH:4]=1.